Dataset: Reaction yield outcomes from USPTO patents with 853,638 reactions. Task: Predict the reaction yield, written as a fraction of the theoretical maximum amount of product (1.0 means a 100% yield; for example, 0.34 means a 34% yield). (1) The reactants are [O:1]=[C:2]1[C:10]2[C:5](=[CH:6][CH:7]=[CH:8][CH:9]=2)[C:4](=[O:11])[N:3]1[CH2:12][CH2:13][CH2:14][C@H:15]([N:18](C)[C:19](=O)OCC1C=CC=CC=1)[CH2:16][OH:17].[H][H]. The catalyst is CO.[Pd]. The product is [OH:17][CH2:16][C@@H:15]([NH:18][CH3:19])[CH2:14][CH2:13][CH2:12][N:3]1[C:4](=[O:11])[C:5]2[C:10](=[CH:9][CH:8]=[CH:7][CH:6]=2)[C:2]1=[O:1]. The yield is 0.970. (2) The reactants are [NH2:1][C:2]([CH3:20])([CH3:19])[CH2:3][CH2:4][N:5]1[C:9]2[CH:10]=[CH:11][C:12]([C:14]([O:16][CH2:17][CH3:18])=[O:15])=[CH:13][C:8]=2[N:7]=[CH:6]1.[O:21]1[CH2:23][C@H:22]1[C:24]1[CH:25]=[C:26]([NH:30][S:31]([C:34]2[CH:39]=[CH:38][CH:37]=[CH:36][CH:35]=2)(=[O:33])=[O:32])[CH:27]=[CH:28][CH:29]=1. No catalyst specified. The product is [C:34]1([S:31]([NH:30][C:26]2[CH:25]=[C:24]([C@@H:22]([OH:21])[CH2:23][NH:1][C:2]([CH3:19])([CH3:20])[CH2:3][CH2:4][N:5]3[C:9]4[CH:10]=[CH:11][C:12]([C:14]([O:16][CH2:17][CH3:18])=[O:15])=[CH:13][C:8]=4[N:7]=[CH:6]3)[CH:29]=[CH:28][CH:27]=2)(=[O:32])=[O:33])[CH:39]=[CH:38][CH:37]=[CH:36][CH:35]=1. The yield is 0.190.